The task is: Predict the product of the given reaction.. This data is from Forward reaction prediction with 1.9M reactions from USPTO patents (1976-2016). (1) Given the reactants [CH3:1][O:2][CH2:3][C@H:4]([OH:7])[CH2:5][OH:6].[S:8](Cl)(Cl)=[O:9].I([O-])(=O)(=O)=[O:13].[Na+].O, predict the reaction product. The product is: [CH3:1][O:2][CH2:3][C@H:4]1[CH2:5][O:6][S:8](=[O:9])(=[O:13])[O:7]1. (2) Given the reactants [Br:1][C:2]1[CH:3]=[C:4]2[C:8](=[CH:9][CH:10]=1)[N:7]([C:11]1[CH:16]=[C:15](I)[CH:14]=[CH:13][N:12]=1)[N:6]=[C:5]2[C:18]([NH2:20])=[O:19].[C:21]([C@:23]1([OH:30])[CH2:27][CH2:26][N:25]([CH3:28])[C:24]1=[O:29])#[CH:22], predict the reaction product. The product is: [Br:1][C:2]1[CH:3]=[C:4]2[C:8](=[CH:9][CH:10]=1)[N:7]([C:11]1[CH:16]=[C:15]([C:22]#[C:21][C@:23]3([OH:30])[CH2:27][CH2:26][N:25]([CH3:28])[C:24]3=[O:29])[CH:14]=[CH:13][N:12]=1)[N:6]=[C:5]2[C:18]([NH2:20])=[O:19]. (3) Given the reactants [C:1]1([C:27]2[CH:32]=[CH:31][CH:30]=[CH:29][CH:28]=2)[CH:6]=[CH:5][C:4]([CH2:7][N:8]2[C:17]3[C:12](=[C:13]([CH:18]=[C:19]4[S:23][C:22](=[S:24])[NH:21][C:20]4=[O:25])[CH:14]=[CH:15][CH:16]=3)[CH2:11][CH2:10][C:9]2=[O:26])=[CH:3][CH:2]=1.CC1NC(C)=C(C(OCC)=O)CC=1C(OCC)=O, predict the reaction product. The product is: [C:1]1([C:27]2[CH:32]=[CH:31][CH:30]=[CH:29][CH:28]=2)[CH:2]=[CH:3][C:4]([CH2:7][N:8]2[C:17]3[C:12](=[C:13]([CH2:18][CH:19]4[S:23][C:22](=[S:24])[NH:21][C:20]4=[O:25])[CH:14]=[CH:15][CH:16]=3)[CH2:11][CH2:10][C:9]2=[O:26])=[CH:5][CH:6]=1.